Dataset: Full USPTO retrosynthesis dataset with 1.9M reactions from patents (1976-2016). Task: Predict the reactants needed to synthesize the given product. (1) Given the product [Br:20][C:7]1[C:6]2[C:11](=[C:2]([F:1])[CH:3]=[CH:4][CH:5]=2)[C:10](=[O:12])[N:9]([CH2:13][C:14]2[O:15][CH:16]=[CH:17][N:18]=2)[C:8]=1[CH3:19], predict the reactants needed to synthesize it. The reactants are: [F:1][C:2]1[CH:3]=[CH:4][CH:5]=[C:6]2[C:11]=1[C:10](=[O:12])[N:9]([CH2:13][C:14]1[O:15][CH:16]=[CH:17][N:18]=1)[C:8]([CH3:19])=[CH:7]2.[Br:20]N1C(=O)CCC1=O.C(OCC)C.C(OCC)(=O)C. (2) The reactants are: Cl.[CH:2]1([CH2:5][O:6][C:7]2[CH:12]=[CH:11][C:10]([O:13][CH3:14])=[CH:9][C:8]=2[C:15]2[C:16]3[NH:23][C:22]([CH3:24])=[C:21]([C:25]([NH:27][CH:28]4[CH2:33][CH2:32][NH:31][CH2:30][CH2:29]4)=[O:26])[C:17]=3[N:18]=[CH:19][N:20]=2)[CH2:4][CH2:3]1.C([O:37][C@@H:38]([CH3:42])[C:39](Cl)=[O:40])(=O)C. Given the product [CH:2]1([CH2:5][O:6][C:7]2[CH:12]=[CH:11][C:10]([O:13][CH3:14])=[CH:9][C:8]=2[C:15]2[C:16]3[NH:23][C:22]([CH3:24])=[C:21]([C:25]([NH:27][CH:28]4[CH2:29][CH2:30][N:31]([C:39](=[O:40])[C@@H:38]([OH:37])[CH3:42])[CH2:32][CH2:33]4)=[O:26])[C:17]=3[N:18]=[CH:19][N:20]=2)[CH2:4][CH2:3]1, predict the reactants needed to synthesize it. (3) Given the product [CH3:12][O:13][CH2:14][C:15](=[O:17])[CH2:16][C:3](=[O:5])[C:2]([O:9][CH2:10][CH3:11])=[O:8], predict the reactants needed to synthesize it. The reactants are: [Na].[C:2]([O:9][CH2:10][CH3:11])(=[O:8])[C:3]([O:5]CC)=O.[CH3:12][O:13][CH2:14][C:15](=[O:17])[CH3:16].S(=O)(=O)(O)O. (4) Given the product [Cl:1][C:2]1[CH:3]=[C:4]([CH:21]=[CH:22][CH:23]=1)[CH2:5][NH:6][C:7]1[N:20]=[C:10]2[C:11]([O:18][CH3:19])=[CH:12][C:13]([C:15]([N:31]3[CH:26]([CH:25]([F:24])[F:36])[CH2:27][O:28][C:29]([CH2:33][CH2:34][OH:35])([CH3:32])[CH2:30]3)=[O:17])=[CH:14][N:9]2[N:8]=1, predict the reactants needed to synthesize it. The reactants are: [Cl:1][C:2]1[CH:3]=[C:4]([CH:21]=[CH:22][CH:23]=1)[CH2:5][NH:6][C:7]1[N:20]=[C:10]2[C:11]([O:18][CH3:19])=[CH:12][C:13]([C:15]([OH:17])=O)=[CH:14][N:9]2[N:8]=1.[F:24][CH:25]([F:36])[CH:26]1[NH:31][CH2:30][C:29]([CH2:33][CH2:34][OH:35])([CH3:32])[O:28][CH2:27]1.C(N(CC)C(C)C)(C)C.CN(C(ON1N=NC2C=CC=NC1=2)=[N+](C)C)C.F[P-](F)(F)(F)(F)F. (5) Given the product [C:1]([C:4]1[CH:9]=[CH:8][C:7]([S:10]([N:13]([CH2:26][O:27][CH3:28])[C:14]2[S:15][CH:16]=[CH:17][N:18]=2)(=[O:12])=[O:11])=[CH:6][CH:5]=1)#[N:30], predict the reactants needed to synthesize it. The reactants are: [C:1]([C:4]1[CH:9]=[CH:8][C:7]([S:10]([NH:13][C:14]2[S:15][CH:16]=[CH:17][N:18]=2)(=[O:12])=[O:11])=[CH:6][CH:5]=1)(=O)C.C(=O)([O-])[O-].[K+].[K+].Cl[CH2:26][O:27][CH3:28].C[N:30](C=O)C. (6) Given the product [Br:1][C:2]1[CH:3]=[CH:4][C:5]([C:8]2[N:9]([CH2:34][O:33][CH2:32][CH2:31][Si:30]([CH3:37])([CH3:36])[CH3:29])[C:10]([C:13]3[CH:18]=[CH:17][C:16]([O:19][CH2:20][CH2:21][CH2:22][CH2:23][CH2:24][CH2:25][CH3:26])=[CH:15][CH:14]=3)=[CH:11][N:12]=2)=[CH:6][CH:7]=1, predict the reactants needed to synthesize it. The reactants are: [Br:1][C:2]1[CH:7]=[CH:6][C:5]([C:8]2[NH:9][C:10]([C:13]3[CH:18]=[CH:17][C:16]([O:19][CH2:20][CH2:21][CH2:22][CH2:23][CH2:24][CH2:25][CH3:26])=[CH:15][CH:14]=3)=[CH:11][N:12]=2)=[CH:4][CH:3]=1.[H-].[Na+].[CH3:29][Si:30]([CH3:37])([CH3:36])[CH2:31][CH2:32][O:33][CH2:34]Cl. (7) Given the product [C:1]([O:4][CH2:5][CH2:6][NH:7][C:8](=[O:22])[C@@H:9]([NH:21][C:32](=[O:33])[C:31]1[CH:30]=[CH:29][C:28]([O:27][CH2:26][CH:23]2[CH2:24][CH2:25]2)=[CH:36][CH:35]=1)[CH2:10][C:11]1[CH:12]=[CH:13][C:14]([C:17]([F:19])([F:20])[F:18])=[CH:15][CH:16]=1)(=[O:3])[CH3:2], predict the reactants needed to synthesize it. The reactants are: [C:1]([O:4][CH2:5][CH2:6][NH:7][C:8](=[O:22])[C@@H:9]([NH2:21])[CH2:10][C:11]1[CH:16]=[CH:15][C:14]([C:17]([F:20])([F:19])[F:18])=[CH:13][CH:12]=1)(=[O:3])[CH3:2].[CH:23]1([CH2:26][O:27][C:28]2[CH:36]=[CH:35][C:31]([C:32](O)=[O:33])=[CH:30][CH:29]=2)[CH2:25][CH2:24]1. (8) Given the product [F:16][C:17]([F:22])([F:21])[CH2:18][CH2:19][S:3][CH2:4][CH2:5][CH2:6][CH2:7][CH2:8][CH2:9][CH2:10][CH2:11][CH2:12][CH2:13][CH2:14][OH:15], predict the reactants needed to synthesize it. The reactants are: [H-].[Na+].[SH:3][CH2:4][CH2:5][CH2:6][CH2:7][CH2:8][CH2:9][CH2:10][CH2:11][CH2:12][CH2:13][CH2:14][OH:15].[F:16][C:17]([F:22])([F:21])[CH2:18][CH2:19]I. (9) Given the product [Si:14]([O:1][C@@H:2]([CH3:8])[C:3]([O:5][CH2:6][CH3:7])=[O:4])([C:17]([CH3:20])([CH3:19])[CH3:18])([CH3:16])[CH3:15], predict the reactants needed to synthesize it. The reactants are: [OH:1][C@@H:2]([CH3:8])[C:3]([O:5][CH2:6][CH3:7])=[O:4].N1C=CN=C1.[Si:14](Cl)([C:17]([CH3:20])([CH3:19])[CH3:18])([CH3:16])[CH3:15]. (10) Given the product [O:21]1[C:22]2[C:23](=[N:24][CH:25]=[CH:26][CH:27]=2)[O:28][C@@H:19]([C:16]2[CH:17]=[CH:18][C:13]([CH2:12][N:9]3[CH2:8][C@@H:7]4[CH2:6][C@H:10]3[CH2:11][N:31]4[C:37]([NH2:39])=[O:38])=[CH:14][CH:15]=2)[CH2:20]1, predict the reactants needed to synthesize it. The reactants are: C(OC([CH:6]1[CH2:11][CH2:10][N:9]([CH2:12][C:13]2[CH:18]=[CH:17][C:16]([C@@H:19]3[O:28][C:23]4=[N:24][CH:25]=[CH:26][CH:27]=[C:22]4[O:21][CH2:20]3)=[CH:15][CH:14]=2)[CH2:8][CH2:7]1)=O)C.Cl.[C@H]12C[C@H](NC1)C[N:31]2[C:37]([NH2:39])=[O:38].